From a dataset of Full USPTO retrosynthesis dataset with 1.9M reactions from patents (1976-2016). Predict the reactants needed to synthesize the given product. (1) Given the product [CH3:19][C:17]1[N:18]=[C:14]([C:11]2([N:20]([C:24]3[CH:25]=[CH:26][CH:27]=[CH:28][CH:29]=3)[C:21](=[O:23])[CH3:22])[CH2:12][CH2:13][NH:8][CH2:9][CH2:10]2)[S:15][CH:16]=1, predict the reactants needed to synthesize it. The reactants are: C([N:8]1[CH2:13][CH2:12][C:11]([N:20]([C:24]2[CH:29]=[CH:28][CH:27]=[CH:26][CH:25]=2)[C:21](=[O:23])[CH3:22])([C:14]2[S:15][CH:16]=[C:17]([CH3:19])[N:18]=2)[CH2:10][CH2:9]1)C1C=CC=CC=1.C([O-])=O.[NH4+]. (2) Given the product [CH3:1][O:2][C:3]1[CH:4]=[CH:5][C:6]([CH2:7][N:8]2[C:12]3[N:13]=[CH:14][C:15]4[CH2:16][NH:17][CH2:18][CH2:19][C:20]=4[C:11]=3[CH:10]=[N:9]2)=[CH:28][CH:29]=1, predict the reactants needed to synthesize it. The reactants are: [CH3:1][O:2][C:3]1[CH:29]=[CH:28][C:6]([CH2:7][N:8]2[C:12]3[N:13]=[CH:14][C:15]4[CH2:16][N:17](C(OC(C)(C)C)=O)[CH2:18][CH2:19][C:20]=4[C:11]=3[CH:10]=[N:9]2)=[CH:5][CH:4]=1.FC(F)(F)C(O)=O. (3) Given the product [F:30][C:20]1[CH:21]=[CH:22][CH:23]=[C:24]([N:25]2[N:29]=[CH:28][CH:27]=[N:26]2)[C:19]=1[C:18]([N:14]1[CH2:15][CH:16]2[CH2:17][N:10]([C:9](=[NH:8])[NH2:32])[CH2:11][CH:12]2[CH2:13]1)=[O:31], predict the reactants needed to synthesize it. The reactants are: C(OC([N:8]=[C:9]([NH:32]C(=O)OC(C)(C)C)[N:10]1[CH2:17][CH:16]2[CH:12]([CH2:13][N:14]([C:18](=[O:31])[C:19]3[C:24]([N:25]4[N:29]=[CH:28][CH:27]=[N:26]4)=[CH:23][CH:22]=[CH:21][C:20]=3[F:30])[CH2:15]2)[CH2:11]1)=O)(C)(C)C.C(O)(C(F)(F)F)=O. (4) Given the product [C:1]1([C:7]2[NH:15][C:10]3=[CH:11][N:12]=[CH:13][CH:14]=[C:9]3[C:8]=2[CH:16]=[O:17])[CH:2]=[CH:3][CH:4]=[CH:5][CH:6]=1, predict the reactants needed to synthesize it. The reactants are: [C:1]1([C:7]2[NH:15][C:10]3=[CH:11][N:12]=[CH:13][CH:14]=[C:9]3[CH:8]=2)[CH:6]=[CH:5][CH:4]=[CH:3][CH:2]=1.[CH3:16][O:17]C(Cl)Cl.[Cl-].[Al+3].[Cl-].[Cl-].[OH-].[Na+]. (5) The reactants are: C([Si](C)(C)[O:6][CH2:7][CH2:8][CH2:9][O:10][NH:11][C:12](=[O:29])[C:13]1[CH:18]=[CH:17][C:16]([F:19])=[CH:15][C:14]=1[NH:20][C:21]1[CH:26]=[CH:25][C:24]([I:27])=[CH:23][C:22]=1[CH3:28])(C)(C)C.OS(O)(=O)=O.O. Given the product [F:19][C:16]1[CH:17]=[CH:18][C:13]([C:12]([NH:11][O:10][CH2:9][CH2:8][CH2:7][OH:6])=[O:29])=[C:14]([NH:20][C:21]2[CH:26]=[CH:25][C:24]([I:27])=[CH:23][C:22]=2[CH3:28])[CH:15]=1, predict the reactants needed to synthesize it. (6) Given the product [CH3:1][O:2][C:3]([C:5]1[C:9]([NH:10][C:25]([C:19]2[CH:24]=[CH:23][CH:22]=[CH:21][CH:20]=2)([C:32]2[CH:33]=[CH:34][CH:35]=[CH:36][CH:37]=2)[C:26]2[CH:27]=[CH:28][CH:29]=[CH:30][CH:31]=2)=[CH:8][N:7]([CH3:11])[N:6]=1)=[O:4], predict the reactants needed to synthesize it. The reactants are: [CH3:1][O:2][C:3]([C:5]1[C:9]([NH2:10])=[CH:8][N:7]([CH3:11])[N:6]=1)=[O:4].C(N(CC)CC)C.[C:19]1([C:25](Cl)([C:32]2[CH:37]=[CH:36][CH:35]=[CH:34][CH:33]=2)[C:26]2[CH:31]=[CH:30][CH:29]=[CH:28][CH:27]=2)[CH:24]=[CH:23][CH:22]=[CH:21][CH:20]=1. (7) Given the product [CH2:18]([NH:20][C:21]([NH:22][C:23]1[CH:28]=[CH:27][C:26]([C:2]2[N:3]=[C:4]([N:12]3[CH2:17][CH2:16][O:15][CH2:14][CH2:13]3)[C:5]3[O:11][CH2:10][CH2:9][CH2:8][C:6]=3[N:7]=2)=[CH:25][CH:24]=1)=[O:32])[CH3:19], predict the reactants needed to synthesize it. The reactants are: Cl[C:2]1[N:3]=[C:4]([N:12]2[CH2:17][CH2:16][O:15][CH2:14][CH2:13]2)[C:5]2[O:11][CH2:10][CH2:9][CH2:8][C:6]=2[N:7]=1.[CH2:18]([NH:20][C:21](=[O:32])[NH:22][C:23]1[CH:28]=[CH:27][C:26](B(O)O)=[CH:25][CH:24]=1)[CH3:19].C([O-])(=O)C.[K+].C(=O)([O-])[O-].[Na+].[Na+]. (8) Given the product [NH:42]1[CH:2]=[C:1]([C:3]2[CH:4]=[C:5]3[C:9](=[CH:10][CH:11]=2)[N:8]([CH2:12][CH:13]2[CH2:18][CH2:17][N:16]([C:19](=[O:28])[CH2:20][CH2:21][C:22]4[CH:23]=[CH:24][CH:25]=[CH:26][CH:27]=4)[CH2:15][CH2:14]2)[CH:7]=[CH:6]3)[N:44]=[N:43]1, predict the reactants needed to synthesize it. The reactants are: [C:1]([C:3]1[CH:4]=[C:5]2[C:9](=[CH:10][CH:11]=1)[N:8]([CH2:12][CH:13]1[CH2:18][CH2:17][N:16]([C:19](=[O:28])[CH2:20][CH2:21][C:22]3[CH:27]=[CH:26][CH:25]=[CH:24][CH:23]=3)[CH2:15][CH2:14]1)[CH:7]=[CH:6]2)#[CH:2].O=C1O[C@H]([C@H](CO)O)C([O-])=C1O.[Na+].[N-:42]=[N+:43]=[N-:44].[Na+].C(OCC)(=O)C. (9) The reactants are: [F:1][C:2]([F:11])([F:10])[C:3]1[C:4]([NH2:9])=[N:5][CH:6]=[CH:7][CH:8]=1.Br[CH2:13][C:14](=O)[C:15]([CH3:18])([CH3:17])[CH3:16].C(=O)(O)[O-].[Na+]. Given the product [C:15]([C:14]1[N:9]=[C:4]2[C:3]([C:2]([F:1])([F:10])[F:11])=[CH:8][CH:7]=[CH:6][N:5]2[CH:13]=1)([CH3:18])([CH3:17])[CH3:16], predict the reactants needed to synthesize it.